From a dataset of Full USPTO retrosynthesis dataset with 1.9M reactions from patents (1976-2016). Predict the reactants needed to synthesize the given product. (1) Given the product [CH2:1]([N:8]1[CH2:13][C@H:12]([CH2:14][Cl:28])[C@H:11]2[O:16][C@@:17]([O:24][CH3:25])([CH3:23])[C@:18]([O:21][CH3:22])([CH3:20])[O:19][C@@H:10]2[CH2:9]1)[C:2]1[CH:7]=[CH:6][CH:5]=[CH:4][CH:3]=1, predict the reactants needed to synthesize it. The reactants are: [CH2:1]([N:8]1[CH2:13][C@H:12]([CH2:14]O)[C@H:11]2[O:16][C@@:17]([O:24][CH3:25])([CH3:23])[C@:18]([O:21][CH3:22])([CH3:20])[O:19][C@@H:10]2[CH2:9]1)[C:2]1[CH:7]=[CH:6][CH:5]=[CH:4][CH:3]=1.S(Cl)([Cl:28])=O. (2) Given the product [CH2:1]([O:3][C:4](=[O:29])[C:5]1[CH:10]=[CH:9][C:8]([N:11]2[CH:15]=[C:14]([C:16]3[CH:21]=[CH:20][CH:19]=[CH:18][C:17]=3[OH:22])[C:13]([C:23]#[N:24])=[CH:12]2)=[CH:7][C:6]=1[OH:27])[CH3:2], predict the reactants needed to synthesize it. The reactants are: [CH2:1]([O:3][C:4](=[O:29])[C:5]1[CH:10]=[CH:9][C:8]([N:11]2[CH:15]=[C:14]([C:16]3[CH:21]=[CH:20][CH:19]=[CH:18][C:17]=3[OH:22])[C:13]([C:23]#[N:24])=[CH:12]2)=[C:7](OC)[C:6]=1[O:27]C)[CH3:2].O1CCCC1.C(O)C.Cl. (3) Given the product [Br:1][C:2]1[CH:7]=[CH:6][C:5]([C@@H:8]([NH:10][CH2:11][CH2:12][C:13](=[N:28][S@@:26]([C:23]([CH3:25])([CH3:24])[CH3:22])=[O:27])[C:15]2[CH:20]=[CH:19][C:18]([F:21])=[CH:17][CH:16]=2)[CH3:9])=[CH:4][CH:3]=1, predict the reactants needed to synthesize it. The reactants are: [Br:1][C:2]1[CH:7]=[CH:6][C:5]([C@@H:8]([NH:10][CH2:11][CH2:12][C:13]([C:15]2[CH:20]=[CH:19][C:18]([F:21])=[CH:17][CH:16]=2)=O)[CH3:9])=[CH:4][CH:3]=1.[CH3:22][C:23]([S@:26]([NH2:28])=[O:27])([CH3:25])[CH3:24]. (4) Given the product [Cl:1][C:2]1[C:10]2[N:9]=[C:8]([CH2:11][CH3:12])[N:7]([CH2:16][C:17]3[O:18][C:19]([C:22]([F:25])([F:24])[F:23])=[CH:20][CH:21]=3)[C:6]=2[CH:5]=[CH:4][C:3]=1[C:13]#[N:14], predict the reactants needed to synthesize it. The reactants are: [Cl:1][C:2]1[C:10]2[N:9]=[C:8]([CH2:11][CH3:12])[NH:7][C:6]=2[CH:5]=[CH:4][C:3]=1[C:13]#[N:14].Br[CH2:16][C:17]1[O:18][C:19]([C:22]([F:25])([F:24])[F:23])=[CH:20][CH:21]=1. (5) Given the product [O:1]=[C:2]1[CH:7]=[CH:6][N:5]([C:8]2[CH:13]=[CH:12][CH:11]=[C:10]([C:14]([F:17])([F:16])[F:15])[CH:9]=2)[N:4]=[C:3]1[C:18]([OH:20])=[O:19], predict the reactants needed to synthesize it. The reactants are: [O:1]=[C:2]1[CH:7]=[CH:6][N:5]([C:8]2[CH:13]=[CH:12][CH:11]=[C:10]([C:14]([F:17])([F:16])[F:15])[CH:9]=2)[N:4]=[C:3]1[C:18]([O:20]C)=[O:19].[OH-].[Na+].Cl. (6) Given the product [F:1][C:2]1[CH:10]=[C:9]2[C:5]([C:6]([C:28]3[CH:29]=[CH:30][C:31]4[S:35](=[O:36])(=[O:37])[N:34]([CH2:38][CH2:39][S:40](=[O:42])(=[O:41])[NH2:43])[CH:33]([CH3:44])[C:32]=4[CH:45]=3)=[CH:7][N:8]2[C:11]([O:13][C:14]([CH3:15])([CH3:16])[CH3:17])=[O:12])=[CH:4][CH:3]=1, predict the reactants needed to synthesize it. The reactants are: [F:1][C:2]1[CH:10]=[C:9]2[C:5]([C:6](B3OC(C)(C)C(C)(C)O3)=[CH:7][N:8]2[C:11]([O:13][C:14]([CH3:17])([CH3:16])[CH3:15])=[O:12])=[CH:4][CH:3]=1.Br[C:28]1[CH:29]=[CH:30][C:31]2[S:35](=[O:37])(=[O:36])[N:34]([CH2:38][CH2:39][S:40]([NH2:43])(=[O:42])=[O:41])[CH:33]([CH3:44])[C:32]=2[CH:45]=1.C([O-])([O-])=O.[Cs+].[Cs+]. (7) Given the product [F:27][C:7]1[CH:6]=[C:5]2[C:10](=[CH:9][CH:8]=1)[CH2:1][N:2]([CH2:11][CH2:12][CH2:13][CH2:14][O:15][C:16]1[N:25]=[C:24]3[C:19]([CH:20]=[CH:21][C:22](=[O:26])[NH:23]3)=[CH:18][CH:17]=1)[CH2:3][CH2:4]2, predict the reactants needed to synthesize it. The reactants are: [CH2:1]1[C:10]2[C:5](=[CH:6][CH:7]=[CH:8][CH:9]=2)[CH2:4][CH2:3][N:2]1[CH2:11][CH2:12][CH2:13][CH2:14][O:15][C:16]1[N:25]=[C:24]2[C:19]([CH:20]=[CH:21][C:22](=[O:26])[NH:23]2)=[CH:18][CH:17]=1.[F:27]C1C=C2C(=CC=1)CNCC2. (8) Given the product [CH3:19][NH:20][C:21]1[CH:22]=[C:23]([C:27]2[CH:32]=[CH:31][C:30](/[CH:33]=[C:5](\[CH2:4][CH3:3])/[C:6]([O:8][CH2:9][CH3:10])=[O:7])=[CH:29][CH:28]=2)[CH:24]=[CH:25][CH:26]=1, predict the reactants needed to synthesize it. The reactants are: [H-].[Na+].[CH3:3][CH2:4][CH:5](P(OCC)(OCC)=O)[C:6]([O:8][CH2:9][CH3:10])=[O:7].[CH3:19][NH:20][C:21]1[CH:22]=[C:23]([C:27]2[CH:32]=[CH:31][C:30]([CH:33]=O)=[CH:29][CH:28]=2)[CH:24]=[CH:25][CH:26]=1.[Cl-].[NH4+]. (9) Given the product [C:1]([C:3]1[CH:4]=[C:5]([C:13]2[CH:19]=[CH:18][CH:17]=[C:15]([NH2:16])[CH:14]=2)[CH:6]=[CH:7][CH:8]=1)#[N:2], predict the reactants needed to synthesize it. The reactants are: [C:1]([C:3]1[CH:4]=[C:5](B(O)O)[CH:6]=[CH:7][CH:8]=1)#[N:2].Br[C:13]1[CH:14]=[C:15]([CH:17]=[CH:18][CH:19]=1)[NH2:16].[O-]P([O-])([O-])=O.[K+].[K+].[K+].C1(P(C2CCCCC2)C2CCCCC2)CCCCC1. (10) Given the product [F:1][C:2]1[CH:3]=[C:4]([C@@H:8]2[CH2:17][CH2:16][CH2:15][C@H:14]3[N:9]2[C:10](=[O:19])[CH:11]([P:20](=[O:27])([O:24][CH2:25][CH3:26])[O:21][CH2:22][CH3:23])[CH2:12][CH2:13]3)[CH:5]=[CH:6][CH:7]=1, predict the reactants needed to synthesize it. The reactants are: [F:1][C:2]1[CH:3]=[C:4]([C@H:8]2[CH2:17][CH2:16][CH2:15][C@@H:14]3[N:9]2[C:10](=[O:19])[CH:11](I)[CH2:12][CH2:13]3)[CH:5]=[CH:6][CH:7]=1.[P:20]([O:27]CC)([O:24][CH2:25][CH3:26])[O:21][CH2:22][CH3:23].